Dataset: Forward reaction prediction with 1.9M reactions from USPTO patents (1976-2016). Task: Predict the product of the given reaction. Given the reactants C([SiH](CC)CC)C.[C:8]([C:12]1[C:17]2[CH:18]=[C:19]([CH2:21][CH2:22][CH2:23][CH2:24][CH2:25][CH2:26][CH2:27][CH3:28])[O:20][C:16]=2[CH:15]=[CH:14][C:13]=1[OH:29])([CH3:11])([CH3:10])[CH3:9].FC(F)(F)C(O)=O, predict the reaction product. The product is: [C:8]([C:12]1[C:17]2[CH2:18][CH:19]([CH2:21][CH2:22][CH2:23][CH2:24][CH2:25][CH2:26][CH2:27][CH3:28])[O:20][C:16]=2[CH:15]=[CH:14][C:13]=1[OH:29])([CH3:11])([CH3:10])[CH3:9].